Dataset: Full USPTO retrosynthesis dataset with 1.9M reactions from patents (1976-2016). Task: Predict the reactants needed to synthesize the given product. (1) Given the product [Na+:31].[CH2:19]([C:16]1[CH:15]=[CH:14][C:13]([C:12]([P:4]([C:6]2[CH:11]=[CH:10][CH:9]=[CH:8][CH:7]=2)(=[O:3])[O-:5])=[O:29])=[CH:18][CH:17]=1)[CH2:20][CH2:21][CH2:22][CH2:23][CH2:24][CH2:25][CH2:26][CH2:27][CH3:28], predict the reactants needed to synthesize it. The reactants are: C([O:3][P:4]([C:12](=[O:29])[C:13]1[CH:18]=[CH:17][C:16]([CH2:19][CH2:20][CH2:21][CH2:22][CH2:23][CH2:24][CH2:25][CH2:26][CH2:27][CH3:28])=[CH:15][CH:14]=1)([C:6]1[CH:11]=[CH:10][CH:9]=[CH:8][CH:7]=1)=[O:5])C.[I-].[Na+:31]. (2) Given the product [C:1]([O:5][C:6](=[O:25])[NH:7][C:8]1[CH:13]=[CH:12][C:11]([C:14](=[O:21])[C:15]2[CH:20]=[CH:19][CH:18]=[CH:17][CH:16]=2)=[CH:10][C:9]=1[NH2:22])([CH3:4])([CH3:2])[CH3:3], predict the reactants needed to synthesize it. The reactants are: [C:1]([O:5][C:6](=[O:25])[NH:7][C:8]1[CH:13]=[CH:12][C:11]([C:14](=[O:21])[C:15]2[CH:20]=[CH:19][CH:18]=[CH:17][CH:16]=2)=[CH:10][C:9]=1[N+:22]([O-])=O)([CH3:4])([CH3:3])[CH3:2].